This data is from NCI-60 drug combinations with 297,098 pairs across 59 cell lines. The task is: Regression. Given two drug SMILES strings and cell line genomic features, predict the synergy score measuring deviation from expected non-interaction effect. (1) Drug 1: CN(CCCl)CCCl.Cl. Drug 2: CC(C)NC(=O)C1=CC=C(C=C1)CNNC.Cl. Cell line: MOLT-4. Synergy scores: CSS=38.1, Synergy_ZIP=1.31, Synergy_Bliss=3.42, Synergy_Loewe=-39.4, Synergy_HSA=1.54. (2) Drug 1: C1CCC(C(C1)N)N.C(=O)(C(=O)[O-])[O-].[Pt+4]. Drug 2: C(CN)CNCCSP(=O)(O)O. Cell line: OVCAR-4. Synergy scores: CSS=5.24, Synergy_ZIP=-3.43, Synergy_Bliss=-0.830, Synergy_Loewe=-4.03, Synergy_HSA=0.742. (3) Drug 1: CC1=C(C(=O)C2=C(C1=O)N3CC4C(C3(C2COC(=O)N)OC)N4)N. Drug 2: CC1(CCCN1)C2=NC3=C(C=CC=C3N2)C(=O)N. Cell line: HT29. Synergy scores: CSS=58.8, Synergy_ZIP=14.3, Synergy_Bliss=16.0, Synergy_Loewe=-19.2, Synergy_HSA=13.5. (4) Drug 1: CCC1=C2CN3C(=CC4=C(C3=O)COC(=O)C4(CC)O)C2=NC5=C1C=C(C=C5)O. Drug 2: CS(=O)(=O)CCNCC1=CC=C(O1)C2=CC3=C(C=C2)N=CN=C3NC4=CC(=C(C=C4)OCC5=CC(=CC=C5)F)Cl. Synergy scores: CSS=6.03, Synergy_ZIP=4.06, Synergy_Bliss=5.50, Synergy_Loewe=-16.6, Synergy_HSA=1.78. Cell line: SF-268. (5) Synergy scores: CSS=50.7, Synergy_ZIP=0.256, Synergy_Bliss=8.67, Synergy_Loewe=-43.8, Synergy_HSA=3.76. Cell line: HCC-2998. Drug 2: CC=C1C(=O)NC(C(=O)OC2CC(=O)NC(C(=O)NC(CSSCCC=C2)C(=O)N1)C(C)C)C(C)C. Drug 1: C1CN1P(=S)(N2CC2)N3CC3. (6) Drug 1: CC1C(C(CC(O1)OC2CC(CC3=C2C(=C4C(=C3O)C(=O)C5=C(C4=O)C(=CC=C5)OC)O)(C(=O)CO)O)N)O.Cl. Drug 2: C1CN(CCN1C(=O)CCBr)C(=O)CCBr. Cell line: IGROV1. Synergy scores: CSS=13.2, Synergy_ZIP=-2.33, Synergy_Bliss=-0.638, Synergy_Loewe=-0.125, Synergy_HSA=-0.161. (7) Drug 1: CCN(CC)CCNC(=O)C1=C(NC(=C1C)C=C2C3=C(C=CC(=C3)F)NC2=O)C. Drug 2: CCC1(C2=C(COC1=O)C(=O)N3CC4=CC5=C(C=CC(=C5CN(C)C)O)N=C4C3=C2)O.Cl. Cell line: SNB-75. Synergy scores: CSS=24.0, Synergy_ZIP=-7.33, Synergy_Bliss=-1.67, Synergy_Loewe=-11.9, Synergy_HSA=-2.28. (8) Drug 1: C1C(C(OC1N2C=NC(=NC2=O)N)CO)O. Drug 2: C1CCC(C(C1)N)N.C(=O)(C(=O)[O-])[O-].[Pt+4]. Cell line: K-562. Synergy scores: CSS=62.9, Synergy_ZIP=-0.565, Synergy_Bliss=-0.582, Synergy_Loewe=3.39, Synergy_HSA=5.90.